Dataset: Forward reaction prediction with 1.9M reactions from USPTO patents (1976-2016). Task: Predict the product of the given reaction. Given the reactants Br[CH2:2][C:3]([C:5]1[C:13]2[C:8](=[N:9][CH:10]=[CH:11][CH:12]=2)[NH:7][CH:6]=1)=O.[NH2:14][C:15](=[S:25])[CH2:16][NH:17][C:18](=[O:24])[O:19][C:20]([CH3:23])([CH3:22])[CH3:21].CCO, predict the reaction product. The product is: [C:20]([O:19][C:18](=[O:24])[NH:17][CH2:16][C:15]1[S:25][CH:2]=[C:3]([C:5]2[C:13]3[C:8](=[N:9][CH:10]=[CH:11][CH:12]=3)[NH:7][CH:6]=2)[N:14]=1)([CH3:23])([CH3:21])[CH3:22].